This data is from Reaction yield outcomes from USPTO patents with 853,638 reactions. The task is: Predict the reaction yield, written as a fraction of the theoretical maximum amount of product (1.0 means a 100% yield; for example, 0.34 means a 34% yield). (1) The reactants are [NH2:1][C:2]1[CH:23]=[CH:22][C:5]([O:6][C:7]2[CH:8]=[CH:9][C:10]3[N:11]([CH:13]=[C:14]([NH:16][C:17]([CH:19]4[CH2:21][CH2:20]4)=[O:18])[N:15]=3)[CH:12]=2)=[C:4]([F:24])[CH:3]=1.[CH2:25]([C:27]1[N:32]([C:33]2[CH:38]=[CH:37][C:36]([F:39])=[CH:35][CH:34]=2)[C:31](=[O:40])[C:30]([C:41](O)=[O:42])=[CH:29][CH:28]=1)[CH3:26].C(N(CC)C(C)C)(C)C.CN(C(ON1N=NC2C=CC=NC1=2)=[N+](C)C)C.F[P-](F)(F)(F)(F)F. The catalyst is CN(C)C=O. The product is [CH:19]1([C:17]([NH:16][C:14]2[N:15]=[C:10]3[CH:9]=[CH:8][C:7]([O:6][C:5]4[CH:22]=[CH:23][C:2]([NH:1][C:41]([C:30]5[C:31](=[O:40])[N:32]([C:33]6[CH:34]=[CH:35][C:36]([F:39])=[CH:37][CH:38]=6)[C:27]([CH2:25][CH3:26])=[CH:28][CH:29]=5)=[O:42])=[CH:3][C:4]=4[F:24])=[CH:12][N:11]3[CH:13]=2)=[O:18])[CH2:21][CH2:20]1. The yield is 0.370. (2) The reactants are [N+](C1C=CC([O:10][C:11]([N:13]2[CH:18]([C:19]3[CH:24]=[CH:23][C:22]([F:25])=[C:21]([F:26])[CH:20]=3)[C:17]([C:27]([O:29][CH3:30])=[O:28])=[C:16]([CH2:31][O:32][CH3:33])[NH:15][C:14]2=[O:34])=O)=CC=1)([O-])=O.[C:35]1([C:41]2([C:51]3[N:52]([CH3:56])[CH:53]=[CH:54][CH:55]=3)[CH2:46][CH2:45][N:44]([CH2:47][CH2:48][CH2:49][NH2:50])[CH2:43][CH2:42]2)[CH:40]=[CH:39][CH:38]=[CH:37][CH:36]=1. The catalyst is C(Cl)Cl. The product is [CH3:30][O:29][C:27]([C:17]1[CH:18]([C:19]2[CH:24]=[CH:23][C:22]([F:25])=[C:21]([F:26])[CH:20]=2)[N:13]([C:11](=[O:10])[NH:50][CH2:49][CH2:48][CH2:47][N:44]2[CH2:43][CH2:42][C:41]([C:35]3[CH:36]=[CH:37][CH:38]=[CH:39][CH:40]=3)([C:51]3[N:52]([CH3:56])[CH:53]=[CH:54][CH:55]=3)[CH2:46][CH2:45]2)[C:14](=[O:34])[NH:15][C:16]=1[CH2:31][O:32][CH3:33])=[O:28]. The yield is 0.690.